Predict the reaction yield, written as a fraction of the theoretical maximum amount of product (1.0 means a 100% yield; for example, 0.34 means a 34% yield). From a dataset of Reaction yield outcomes from USPTO patents with 853,638 reactions. The reactants are C([O:3][C:4](=O)[C:5]([O:8][C:9]1[CH:14]=[CH:13][CH:12]=[CH:11][C:10]=1[C:15]([N:17]1[CH2:31][C:20]2=[C:21]3[N:26]([N:27]=[C:19]2[CH2:18]1)[C:25]([CH3:28])=[C:24]([Cl:29])[C:23]([CH3:30])=[N:22]3)=[O:16])([F:7])[F:6])C.[NH4+:33].[OH-].CO. No catalyst specified. The product is [Cl:29][C:24]1[C:23]([CH3:30])=[N:22][C:21]2[N:26]([N:27]=[C:19]3[CH2:18][N:17]([C:15]([C:10]4[CH:11]=[CH:12][CH:13]=[CH:14][C:9]=4[O:8][C:5]([F:6])([F:7])[C:4]([NH2:33])=[O:3])=[O:16])[CH2:31][C:20]3=2)[C:25]=1[CH3:28]. The yield is 0.380.